From a dataset of Drug-target binding data from BindingDB using Ki measurements. Regression. Given a target protein amino acid sequence and a drug SMILES string, predict the binding affinity score between them. We predict pKi (pKi = -log10(Ki in M); higher means stronger inhibition). Dataset: bindingdb_ki. The drug is CC(C)(CCC(C(N)=O)(c1ccccc1)c1ccccc1)N1CCC(Oc2cccc(O)c2)CC1. The target protein (P20309) has sequence MTLHNNSTTSPLFPNISSSWIHSPSDAGLPPGTVTHFGSYNVSRAAGNFSSPDGTTDDPLGGHTVWQVVFIAFLTGILALVTIIGNILVIVSFKVNKQLKTVNNYFLLSLACADLIIGVISMNLFTTYIIMNRWALGNLACDLWLAIDYVASNASVMNLLVISFDRYFSITRPLTYRAKRTTKRAGVMIGLAWVISFVLWAPAILFWQYFVGKRTVPPGECFIQFLSEPTITFGTAIAAFYMPVTIMTILYWRIYKETEKRTKELAGLQASGTEAETENFVHPTGSSRSCSSYELQQQSMKRSNRRKYGRCHFWFTTKSWKPSSEQMDQDHSSSDSWNNNDAAASLENSASSDEEDIGSETRAIYSIVLKLPGHSTILNSTKLPSSDNLQVPEEELGMVDLERKADKLQAQKSVDDGGSFPKSFSKLPIQLESAVDTAKTSDVNSSVGKSTATLPLSFKEATLAKRFALKTRSQITKRKRMSLVKEKKAAQTLSAILLAF.... The pKi is 8.6.